The task is: Regression. Given a peptide amino acid sequence and an MHC pseudo amino acid sequence, predict their binding affinity value. This is MHC class I binding data.. This data is from Peptide-MHC class I binding affinity with 185,985 pairs from IEDB/IMGT. (1) The peptide sequence is TIQRFSSLRR. The MHC is Patr-A0101 with pseudo-sequence Patr-A0101. The binding affinity (normalized) is 0.399. (2) The peptide sequence is KSINKVYGK. The MHC is HLA-B57:01 with pseudo-sequence HLA-B57:01. The binding affinity (normalized) is 0.0855. (3) The peptide sequence is CWFCNQDLV. The MHC is Mamu-B17 with pseudo-sequence Mamu-B17. The binding affinity (normalized) is 0. (4) The peptide sequence is LPCRIKQII. The MHC is HLA-B40:01 with pseudo-sequence HLA-B40:01. The binding affinity (normalized) is 0. (5) The peptide sequence is ATNDGLIKK. The MHC is HLA-B08:01 with pseudo-sequence HLA-B08:01. The binding affinity (normalized) is 0.0847.